Task: Predict the product of the given reaction.. Dataset: Forward reaction prediction with 1.9M reactions from USPTO patents (1976-2016) (1) Given the reactants [C:1]1([C:7](=[O:11])[C:8]([OH:10])=[O:9])[CH:6]=[CH:5][CH:4]=[CH:3][CH:2]=1.[OH-].[Na+].[N+]([O-])([O-])=O.[Ag+:18], predict the reaction product. The product is: [C:1]1([C:7](=[O:11])[C:8]([O-:10])=[O:9])[CH:6]=[CH:5][CH:4]=[CH:3][CH:2]=1.[Ag+:18]. (2) Given the reactants [CH2:1]([O:4][C:5]([NH:7][CH2:8][CH2:9][C:10](=O)[CH2:11][C:12]([O-:14])=[O:13])=[O:6])[CH:2]=[CH2:3].[C:16]1([CH:23]=[CH:22][CH:21]=[C:19](O)[CH:18]=1)[OH:17], predict the reaction product. The product is: [CH2:1]([O:4][C:5](=[O:6])[NH:7][CH2:8][CH2:9][C:10]1[C:21]2[C:19](=[CH:18][C:16]([OH:17])=[CH:23][CH:22]=2)[O:14][C:12](=[O:13])[CH:11]=1)[CH:2]=[CH2:3]. (3) Given the reactants C([O:5][C:6]([NH:8][C@@H:9]1[CH2:14][C@@H:13]([C:15](=[O:19])[N:16]([CH3:18])[CH3:17])[CH2:12][CH2:11][C@@H:10]1[NH:20][C:21]([C:23]1[N:24]=[CH:25][C:26]2[C:31]([CH:32]=1)=[CH:30][CH:29]=[C:28]([Cl:33])[CH:27]=2)=[O:22])=O)(C)(C)C.Cl.[CH3:35][N:36]1[CH2:41][CH2:40][C:39]2[N:42]=[C:43](C([O-])=O)[S:44][C:38]=2[CH2:37]1.[Li+], predict the reaction product. The product is: [ClH:33].[Cl:33][C:28]1[CH:27]=[C:26]2[C:31]([CH:32]=[C:23]([C:21]([NH:20][C@H:10]3[CH2:11][CH2:12][C@H:13]([C:15](=[O:19])[N:16]([CH3:17])[CH3:18])[CH2:14][C@H:9]3[NH:8][C:6]([C:43]3[S:44][C:38]4[CH2:37][N:36]([CH3:35])[CH2:41][CH2:40][C:39]=4[N:42]=3)=[O:5])=[O:22])[N:24]=[CH:25]2)=[CH:30][CH:29]=1. (4) Given the reactants Br[C:2]1[CH:3]=[C:4]2[C:8](=[CH:9][C:10]=1[F:11])[NH:7][N:6]=[CH:5]2.CC1(C)C2C(=C(P(C3C=CC=CC=3)C3C=CC=CC=3)C=CC=2)OC2C(P(C3C=CC=CC=3)C3C=CC=CC=3)=CC=CC1=2.CCN(C(C)C)C(C)C.[CH2:63]([SH:70])[C:64]1[CH:69]=[CH:68][CH:67]=[CH:66][CH:65]=1, predict the reaction product. The product is: [CH2:63]([S:70][C:2]1[CH:3]=[C:4]2[C:8](=[CH:9][C:10]=1[F:11])[NH:7][N:6]=[CH:5]2)[C:64]1[CH:69]=[CH:68][CH:67]=[CH:66][CH:65]=1.